This data is from Forward reaction prediction with 1.9M reactions from USPTO patents (1976-2016). The task is: Predict the product of the given reaction. (1) The product is: [CH2:1]([O:2][CH2:3][C:4]1[N:12]2[C:7]([CH:8]=[CH:9][CH:10]=[CH:11]2)=[CH:6][CH:5]=1)[CH3:13]. Given the reactants [CH3:1][O:2][CH2:3][C:4]1[N:12]2[C:7]([CH:8]=[CH:9][CH:10]=[CH:11]2)=[CH:6][CH:5]=1.[CH3:13][Si](C)(C)C#C/C=C\C1C=CC=CN=1.[F-].[K+], predict the reaction product. (2) The product is: [Cl:23][C:17]1[CH:18]=[C:19]([Cl:22])[CH:20]=[CH:21][C:16]=1[C:15]([N:14]([CH:11]1[CH2:12][CH2:13][NH:8][CH2:9][CH2:10]1)[C:25]1[CH:29]=[C:28]([C:30]2[CH:31]=[CH:32][CH:33]=[CH:34][CH:35]=2)[S:27][C:26]=1[C:36]([OH:38])=[O:37])=[O:24]. Given the reactants C(OC([N:8]1[CH2:13][CH2:12][CH:11]([N:14]([C:25]2[CH:29]=[C:28]([C:30]3[CH:35]=[CH:34][CH:33]=[CH:32][CH:31]=3)[S:27][C:26]=2[C:36]([OH:38])=[O:37])[C:15](=[O:24])[C:16]2[CH:21]=[CH:20][C:19]([Cl:22])=[CH:18][C:17]=2[Cl:23])[CH2:10][CH2:9]1)=O)(C)(C)C.Cl, predict the reaction product. (3) Given the reactants [CH3:1][N:2]1[CH2:7][CH2:6][N:5]([C:8](=[O:12])[C:9]([OH:11])=O)[CH2:4][CH2:3]1.CN(C(ON1N=NC2C=CC=NC1=2)=[N+](C)C)C.F[P-](F)(F)(F)(F)F.CCN(C(C)C)C(C)C.[NH2:46][C:47]12[C:65](=[O:66])[C:64]3[C:59](=[CH:60][CH:61]=[CH:62][CH:63]=3)[C:48]1([OH:67])[O:49][C:50]1[CH:55]=[C:54]([CH:56]([CH3:58])[CH3:57])[CH:53]=[CH:52][C:51]=12, predict the reaction product. The product is: [OH:67][C:48]12[C:59]3[C:64](=[CH:63][CH:62]=[CH:61][CH:60]=3)[C:65](=[O:66])[C:47]1([NH:46][C:9](=[O:11])[C:8]([N:5]1[CH2:4][CH2:3][N:2]([CH3:1])[CH2:7][CH2:6]1)=[O:12])[C:51]1[CH:52]=[CH:53][C:54]([CH:56]([CH3:58])[CH3:57])=[CH:55][C:50]=1[O:49]2. (4) Given the reactants [N:1]1[CH:6]=[CH:5][C:4]([C:7]2[S:11][CH:10]=[N:9][CH:8]=2)=[CH:3][CH:2]=1.CCCCCC.C([Li:22])CCC.[C:23](=[O:25])=[O:24], predict the reaction product. The product is: [N:1]1[CH:6]=[CH:5][C:4]([C:7]2[S:11][C:10]([C:23]([O-:25])=[O:24])=[N:9][CH:8]=2)=[CH:3][CH:2]=1.[Li+:22]. (5) Given the reactants Cl.Cl.[NH:3]1[CH2:8][CH2:7][CH:6]([N:9]2[C:17]3[C:12](=[N:13][CH:14]=[CH:15][CH:16]=3)[NH:11][C:10]2=[O:18])[CH2:5][CH2:4]1.[Br:19][C:20]1[CH:21]=[C:22]2[C:26](=[CH:27][CH:28]=1)[N:25]([C:29]([C:31]1[CH:36]=[C:35](Cl)[N:34]=[CH:33][N:32]=1)=[O:30])[CH2:24][CH2:23]2.CCN(C(C)C)C(C)C, predict the reaction product. The product is: [Br:19][C:20]1[CH:21]=[C:22]2[C:26](=[CH:27][CH:28]=1)[N:25]([C:29]([C:31]1[N:32]=[CH:33][N:34]=[C:35]([N:3]3[CH2:4][CH2:5][CH:6]([N:9]4[C:17]5[C:12](=[N:13][CH:14]=[CH:15][CH:16]=5)[NH:11][C:10]4=[O:18])[CH2:7][CH2:8]3)[CH:36]=1)=[O:30])[CH2:24][CH2:23]2. (6) Given the reactants [CH:1]1([CH:7]([C:9]2[CH:13]=[C:12]([C:14]3[CH:19]=[CH:18][C:17]([C:20]([F:23])([F:22])[F:21])=[CH:16][CH:15]=3)[S:11][C:10]=2[CH3:24])O)[CH2:6][CH2:5][CH2:4][CH2:3][CH2:2]1.S(Cl)([Cl:27])=O.C(=O)([O-])O.[Na+], predict the reaction product. The product is: [Cl:27][CH:7]([CH:1]1[CH2:6][CH2:5][CH2:4][CH2:3][CH2:2]1)[C:9]1[CH:13]=[C:12]([C:14]2[CH:19]=[CH:18][C:17]([C:20]([F:23])([F:22])[F:21])=[CH:16][CH:15]=2)[S:11][C:10]=1[CH3:24]. (7) Given the reactants [CH2:1]([N:8]1[CH2:12][CH2:11][C@H:10]([OH:13])[CH2:9]1)[C:2]1[CH:7]=[CH:6][CH:5]=[CH:4][CH:3]=1.[C:14]([Cl:22])(=[O:21])[C:15]1[CH:20]=[CH:19][CH:18]=[CH:17][CH:16]=1.C(OC)(C)(C)C, predict the reaction product. The product is: [ClH:22].[C:14]([O:13][C@H:10]1[CH2:11][CH2:12][N:8]([CH2:1][C:2]2[CH:3]=[CH:4][CH:5]=[CH:6][CH:7]=2)[CH2:9]1)(=[O:21])[C:15]1[CH:20]=[CH:19][CH:18]=[CH:17][CH:16]=1.